Task: Predict the reactants needed to synthesize the given product.. Dataset: Full USPTO retrosynthesis dataset with 1.9M reactions from patents (1976-2016) (1) The reactants are: C[O:2][C:3]1[CH:8]=[C:7]([O:9]C)[CH:6]=[CH:5][C:4]=1[C:11]1[CH:16]=[CH:15][CH:14]=[C:13]([C:17]([NH:19][C:20]2[CH:21]=[C:22]([CH:26]=[CH:27][CH:28]=2)[C:23]([OH:25])=[O:24])=[O:18])[CH:12]=1.B(Br)(Br)Br. Given the product [OH:2][C:3]1[CH:8]=[C:7]([OH:9])[CH:6]=[CH:5][C:4]=1[C:11]1[CH:16]=[CH:15][CH:14]=[C:13]([C:17]([NH:19][C:20]2[CH:21]=[C:22]([CH:26]=[CH:27][CH:28]=2)[C:23]([OH:25])=[O:24])=[O:18])[CH:12]=1, predict the reactants needed to synthesize it. (2) Given the product [F:1][C:2]1[CH:9]=[C:8]([O:10][C:12]2[CH:13]=[CH:14][C:15]([CH:19]=[O:20])=[C:16]([CH3:18])[N:17]=2)[CH:7]=[CH:6][C:3]=1[C:4]#[N:5], predict the reactants needed to synthesize it. The reactants are: [F:1][C:2]1[CH:9]=[C:8]([OH:10])[CH:7]=[CH:6][C:3]=1[C:4]#[N:5].Br[C:12]1[N:17]=[C:16]([CH3:18])[C:15]([CH:19]=[O:20])=[CH:14][CH:13]=1.C([O-])([O-])=O.[K+].[K+]. (3) The reactants are: Cl[C:2]1[C:11]2=[N:12][N:13](CC3C=CC(OC)=CC=3)[CH:14]=[C:10]2[C:9]2[CH:8]=[C:7]([O:24][CH3:25])[CH:6]=[CH:5][C:4]=2[N:3]=1.[NH2:26][C:27]1[CH:32]=[CH:31][C:30]([C:33]([OH:42])([C:38]([F:41])([F:40])[F:39])[C:34]([F:37])([F:36])[F:35])=[CH:29][CH:28]=1.Cl. Given the product [F:35][C:34]([F:36])([F:37])[C:33]([C:30]1[CH:31]=[CH:32][C:27]([NH:26][C:2]2[C:11]3=[N:12][NH:13][CH:14]=[C:10]3[C:9]3[CH:8]=[C:7]([O:24][CH3:25])[CH:6]=[CH:5][C:4]=3[N:3]=2)=[CH:28][CH:29]=1)([OH:42])[C:38]([F:39])([F:41])[F:40], predict the reactants needed to synthesize it. (4) Given the product [CH2:1]([O:8][CH2:9][CH2:10][CH2:11][O:12][C:13]1[C:20]([CH3:21])=[CH:19][CH:18]=[C:15]([CH:16]=[O:17])[C:14]=1[O:22][S:25]([C:24]([F:30])([F:29])[F:23])(=[O:27])=[O:26])[C:2]1[CH:3]=[CH:4][CH:5]=[CH:6][CH:7]=1, predict the reactants needed to synthesize it. The reactants are: [CH2:1]([O:8][CH2:9][CH2:10][CH2:11][O:12][C:13]1[C:14]([OH:22])=[C:15]([CH:18]=[CH:19][C:20]=1[CH3:21])[CH:16]=[O:17])[C:2]1[CH:7]=[CH:6][CH:5]=[CH:4][CH:3]=1.[F:23][C:24]([F:30])([F:29])[S:25](O)(=[O:27])=[O:26].N1C=CC=CC=1. (5) Given the product [F:1][C:2]1[CH:3]=[CH:4][C:5]([C:8]2[N:12]=[C:11]([C:13]3[CH:14]=[C:15]([F:25])[CH:16]=[C:17]([C:19]4[CH2:20][N:21]([CH2:29][C:30]5[CH:35]=[CH:34][CH:33]=[CH:32][CH:31]=5)[CH2:22][CH2:23][CH:24]=4)[CH:18]=3)[O:10][N:9]=2)=[N:6][CH:7]=1, predict the reactants needed to synthesize it. The reactants are: [F:1][C:2]1[CH:3]=[CH:4][C:5]([C:8]2[N:12]=[C:11]([C:13]3[CH:18]=[C:17]([C:19]4[CH:20]=[N:21][CH:22]=[CH:23][CH:24]=4)[CH:16]=[C:15]([F:25])[CH:14]=3)[O:10][N:9]=2)=[N:6][CH:7]=1.C(#N)C.[CH2:29](Br)[C:30]1[CH:35]=[CH:34][CH:33]=[CH:32][CH:31]=1.[BH4-].[Na+]. (6) Given the product [CH3:14][O:15][C:16](=[O:25])[CH2:17][CH2:18][CH2:19][CH2:20][CH2:21][CH2:22][CH2:23][N:13]1[CH:12]=[CH:11][N:10]=[C:9]1[C:3]1[CH:4]=[CH:5][CH:6]=[CH:7][CH:8]=1, predict the reactants needed to synthesize it. The reactants are: [H-].[Na+].[C:3]1([C:9]2[NH:10][CH:11]=[CH:12][N:13]=2)[CH:8]=[CH:7][CH:6]=[CH:5][CH:4]=1.[CH3:14][O:15][C:16](=[O:25])[CH2:17][CH2:18][CH2:19][CH2:20][CH2:21][CH2:22][CH2:23]Br.C(=O)([O-])[O-].[K+].[K+]. (7) The reactants are: Cl[C:2]1[CH:11]=[CH:10][N:9]=[C:8]2[C:3]=1[C:4]1[CH:16]=[CH:15][CH:14]=[CH:13][C:5]=1[C:6](=[O:12])[NH:7]2.[C:17]([C:19]1[CH:20]=[C:21]([CH3:25])[CH:22]=[CH:23][CH:24]=1)#[CH:18]. Given the product [CH3:25][C:21]1[CH:20]=[C:19]([C:17]#[C:18][C:2]2[CH:11]=[CH:10][N:9]=[C:8]3[C:3]=2[C:4]2[CH:16]=[CH:15][CH:14]=[CH:13][C:5]=2[C:6](=[O:12])[NH:7]3)[CH:24]=[CH:23][CH:22]=1, predict the reactants needed to synthesize it.